The task is: Predict the reaction yield, written as a fraction of the theoretical maximum amount of product (1.0 means a 100% yield; for example, 0.34 means a 34% yield).. This data is from Reaction yield outcomes from USPTO patents with 853,638 reactions. (1) The reactants are [C:1]([C:5]1[CH:10]=[C:9]([Cl:11])[CH:8]=[CH:7][C:6]=1[N:12]1[CH2:17][CH2:16][N:15]([C:18]([C:20]2[N:25]=[CH:24][C:23]([O:26][CH2:27][C:28]([O:30]C)=[O:29])=[CH:22][CH:21]=2)=[O:19])[CH2:14][CH2:13]1)([CH3:4])([CH3:3])[CH3:2].[Li+].[OH-].Cl. The catalyst is O1CCCC1. The product is [C:1]([C:5]1[CH:10]=[C:9]([Cl:11])[CH:8]=[CH:7][C:6]=1[N:12]1[CH2:17][CH2:16][N:15]([C:18]([C:20]2[N:25]=[CH:24][C:23]([O:26][CH2:27][C:28]([OH:30])=[O:29])=[CH:22][CH:21]=2)=[O:19])[CH2:14][CH2:13]1)([CH3:4])([CH3:2])[CH3:3]. The yield is 0.870. (2) The reactants are [C:1]([CH2:4][C:5]1[CH:13]=[CH:12][CH:11]=[CH:10][C:6]=1[C:7](O)=[O:8])(O)=[O:2].[H-].[H-].[H-].[H-].[Li+].[Al+3].O.[OH-].[Na+]. The catalyst is C1COCC1. The product is [OH:8][CH2:7][C:6]1[CH:10]=[CH:11][CH:12]=[CH:13][C:5]=1[CH2:4][CH2:1][OH:2]. The yield is 0.800. (3) The reactants are [N+:1]([C:4]1[CH:5]=[C:6]([CH:15]=[CH:16][CH:17]=1)[O:7][C:8]1[CH:9]=[CH:10][C:11]([NH2:14])=[N:12][CH:13]=1)([O-:3])=[O:2].[C:18]1([CH3:28])[CH:23]=[CH:22][C:21]([S:24](Cl)(=[O:26])=[O:25])=[CH:20][CH:19]=1.N1C=CC=CC=1. The catalyst is O. The product is [CH3:28][C:18]1[CH:23]=[CH:22][C:21]([S:24]([NH:14][C:11]2[CH:10]=[CH:9][C:8]([O:7][C:6]3[CH:15]=[CH:16][CH:17]=[C:4]([N+:1]([O-:3])=[O:2])[CH:5]=3)=[CH:13][N:12]=2)(=[O:26])=[O:25])=[CH:20][CH:19]=1. The yield is 0.920. (4) The reactants are [Br:1][C:2]1[CH:7]=[CH:6][C:5]([OH:8])=[C:4]([F:9])[CH:3]=1.[CH2:10](I)[C:11]([CH3:14])([CH3:13])[CH3:12].C(O[K])(C)(C)C. The catalyst is CN(C=O)C. The product is [Br:1][C:2]1[CH:7]=[CH:6][C:5]([O:8][CH2:10][C:11]([CH3:14])([CH3:13])[CH3:12])=[C:4]([F:9])[CH:3]=1. The yield is 0.710. (5) The reactants are FC(F)(F)C(O)=O.[CH3:8][N:9]1[CH2:14][CH2:13][N:12]([CH2:15][CH2:16][N:17]([C:22]2[CH:23]=[C:24]3[C:28](=[CH:29][CH:30]=2)[C:27](=[O:31])[N:26]([CH2:32][C:33]([OH:35])=[O:34])[C:25]3=[O:36])[S:18]([CH3:21])(=[O:20])=[O:19])[CH2:11][CH2:10]1.[Cl:37][C:38]1[CH:39]=[N+:40]([O-:63])[CH:41]=[C:42]([Cl:62])[C:43]=1[CH2:44][C@@H:45]([C:47]1[CH:52]=[CH:51][C:50]([O:53][CH:54]([F:56])[F:55])=[C:49]([O:57][CH2:58][CH:59]2[CH2:61][CH2:60]2)[CH:48]=1)O.C(Cl)CCl. The catalyst is CN(C1C=CN=CC=1)C.C(Cl)Cl. The product is [Cl:37][C:38]1[CH:39]=[N+:40]([O-:63])[CH:41]=[C:42]([Cl:62])[C:43]=1[CH2:44][C@@H:45]([C:47]1[CH:52]=[CH:51][C:50]([O:53][CH:54]([F:56])[F:55])=[C:49]([O:57][CH2:58][CH:59]2[CH2:61][CH2:60]2)[CH:48]=1)[O:34][C:33](=[O:35])[CH2:32][N:26]1[C:25](=[O:36])[C:24]2[C:28](=[CH:29][CH:30]=[C:22]([N:17]([CH2:16][CH2:15][N:12]3[CH2:11][CH2:10][N:9]([CH3:8])[CH2:14][CH2:13]3)[S:18]([CH3:21])(=[O:20])=[O:19])[CH:23]=2)[C:27]1=[O:31]. The yield is 0.178. (6) The reactants are [CH3:1][CH2:2]N(CC)CC.Br[C:9]1[CH:14]=[CH:13][C:12]([CH2:15][NH:16][C:17]([C:19]2[NH:23][C:22]([CH3:24])=[N:21][C:20]=2[Cl:25])=[O:18])=[C:11]([F:26])[C:10]=1[O:27][C:28]1[CH:33]=[C:32]([C:34]#[N:35])[CH:31]=[C:30]([Cl:36])[CH:29]=1.C([B-](F)(F)F)=C.[K+]. The catalyst is C(O)CC. The product is [Cl:25][C:20]1[N:21]=[C:22]([CH3:24])[NH:23][C:19]=1[C:17]([NH:16][CH2:15][C:12]1[CH:13]=[CH:14][C:9]([CH:1]=[CH2:2])=[C:10]([O:27][C:28]2[CH:33]=[C:32]([C:34]#[N:35])[CH:31]=[C:30]([Cl:36])[CH:29]=2)[C:11]=1[F:26])=[O:18]. The yield is 0.690. (7) The reactants are [C:1]([O:5][C:6]([NH:8][C@H:9]([C:13]([OH:15])=[O:14])[CH:10]([CH3:12])[CH3:11])=[O:7])([CH3:4])([CH3:3])[CH3:2].[N+:16]([C:19]1[CH:26]=[CH:25][C:22]([CH2:23]O)=[CH:21][CH:20]=1)([O-:18])=[O:17].CCN=C=NCCCN(C)C. The catalyst is C(Cl)Cl.CN(C)C1C=CN=CC=1. The product is [N+:16]([C:19]1[CH:26]=[CH:25][C:22]([CH2:23][O:14][C:13](=[O:15])[C@H:9]([CH:10]([CH3:11])[CH3:12])[NH:8][C:6]([O:5][C:1]([CH3:3])([CH3:2])[CH3:4])=[O:7])=[CH:21][CH:20]=1)([O-:18])=[O:17]. The yield is 0.760.